Dataset: Forward reaction prediction with 1.9M reactions from USPTO patents (1976-2016). Task: Predict the product of the given reaction. (1) The product is: [CH:25]1([NH:24][C:22](=[O:23])[C:21]2[CH:28]=[C:17]([NH:16][CH2:14][C:11]3[S:10][C:9]([NH:8][C:4]4[CH:3]=[C:2]([CH3:1])[CH:7]=[CH:6][N:5]=4)=[N:13][CH:12]=3)[C:18]([F:30])=[CH:19][C:20]=2[F:29])[CH2:26][CH2:27]1. Given the reactants [CH3:1][C:2]1[CH:7]=[CH:6][N:5]=[C:4]([NH:8][C:9]2[S:10][C:11]([CH:14]=O)=[CH:12][N:13]=2)[CH:3]=1.[NH2:16][C:17]1[C:18]([F:30])=[CH:19][C:20]([F:29])=[C:21]([CH:28]=1)[C:22]([NH:24][CH:25]1[CH2:27][CH2:26]1)=[O:23], predict the reaction product. (2) The product is: [ClH:1].[ClH:1].[CH:49]1([N:8]([C:2]2[CH:3]=[CH:4][CH:5]=[CH:6][CH:7]=2)[C:9]([C:11]2[C:19]3[C:14](=[CH:15][CH:16]=[CH:17][CH:18]=3)[N:13]([C:20]3[CH:25]=[C:24]([O:26][CH3:27])[C:23]([OH:28])=[CH:22][C:21]=3[C:29]([N:31]3[C@H:40]([CH2:41][N:42]4[CH2:47][CH2:46][N:45]([CH3:48])[CH2:44][CH2:43]4)[CH2:39][C:38]4[C:33](=[CH:34][CH:35]=[CH:36][CH:37]=4)[CH2:32]3)=[O:30])[CH:12]=2)=[O:10])[CH2:54][CH2:53][CH2:52][CH2:51][CH2:50]1. Given the reactants [ClH:1].[CH:2]1([N:8]([C:49]2[CH:54]=[CH:53][CH:52]=[CH:51][CH:50]=2)[C:9]([C:11]2[C:19]3[C:14](=[CH:15][CH:16]=[CH:17][CH:18]=3)[N:13]([C:20]3[CH:25]=[C:24]([O:26][CH3:27])[C:23]([OH:28])=[CH:22][C:21]=3[C:29]([N:31]3[C@H:40]([CH2:41][N:42]4[CH2:47][CH2:46][N:45]([CH3:48])[CH2:44][CH2:43]4)[CH2:39][C:38]4[C:33](=[CH:34][CH:35]=[CH:36][CH:37]=4)[CH2:32]3)=[O:30])[CH:12]=2)=[O:10])[CH2:7][CH2:6][CH2:5][CH2:4][CH2:3]1, predict the reaction product.